Dataset: Catalyst prediction with 721,799 reactions and 888 catalyst types from USPTO. Task: Predict which catalyst facilitates the given reaction. Reactant: [S:1]1[C:5]2=[CH:6][CH:7]=[CH:8][C:9]([NH2:10])=[C:4]2[N:3]=[N:2]1.C1C(=O)N([Br:18])C(=O)C1. Product: [Br:18][C:6]1[CH:7]=[CH:8][C:9]([NH2:10])=[C:4]2[C:5]=1[S:1][N:2]=[N:3]2. The catalyst class is: 1.